The task is: Regression. Given two drug SMILES strings and cell line genomic features, predict the synergy score measuring deviation from expected non-interaction effect.. This data is from NCI-60 drug combinations with 297,098 pairs across 59 cell lines. (1) Drug 1: C1=NC2=C(N1)C(=S)N=C(N2)N. Drug 2: CCC1=C2CN3C(=CC4=C(C3=O)COC(=O)C4(CC)O)C2=NC5=C1C=C(C=C5)O. Cell line: SN12C. Synergy scores: CSS=44.2, Synergy_ZIP=-6.98, Synergy_Bliss=-4.55, Synergy_Loewe=-13.5, Synergy_HSA=-0.688. (2) Drug 1: C1=CN(C=N1)CC(O)(P(=O)(O)O)P(=O)(O)O. Drug 2: C1CNP(=O)(OC1)N(CCCl)CCCl. Cell line: COLO 205. Synergy scores: CSS=0.244, Synergy_ZIP=1.68, Synergy_Bliss=1.90, Synergy_Loewe=1.00, Synergy_HSA=-0.854. (3) Drug 1: C1CCC(C1)C(CC#N)N2C=C(C=N2)C3=C4C=CNC4=NC=N3. Drug 2: C1CCC(C(C1)N)N.C(=O)(C(=O)[O-])[O-].[Pt+4]. Cell line: SK-MEL-5. Synergy scores: CSS=-8.49, Synergy_ZIP=4.95, Synergy_Bliss=2.39, Synergy_Loewe=-22.1, Synergy_HSA=-14.7. (4) Drug 1: CS(=O)(=O)C1=CC(=C(C=C1)C(=O)NC2=CC(=C(C=C2)Cl)C3=CC=CC=N3)Cl. Drug 2: C1=C(C(=O)NC(=O)N1)F. Cell line: HOP-92. Synergy scores: CSS=22.3, Synergy_ZIP=2.90, Synergy_Bliss=1.87, Synergy_Loewe=0.0302, Synergy_HSA=3.04.